This data is from Reaction yield outcomes from USPTO patents with 853,638 reactions. The task is: Predict the reaction yield, written as a fraction of the theoretical maximum amount of product (1.0 means a 100% yield; for example, 0.34 means a 34% yield). (1) The reactants are [NH:1]1[CH2:6][CH2:5][S:4][CH2:3][CH2:2]1.C[Al](C)C.[F:11][C:12]1[CH:17]=[CH:16][CH:15]=[C:14]([F:18])[C:13]=1[N:19]1[C:24]2[N:25]=[C:26]([NH:37][CH2:38][C:39](OC)=[O:40])[N:27]=[C:28]([C:29]3[CH:34]=[CH:33][C:32]([F:35])=[CH:31][C:30]=3[CH3:36])[C:23]=2[CH:22]=[CH:21][C:20]1=[O:43]. No catalyst specified. The product is [F:11][C:12]1[CH:17]=[CH:16][CH:15]=[C:14]([F:18])[C:13]=1[N:19]1[C:24]2[N:25]=[C:26]([NH:37][CH2:38][C:39](=[O:40])[N:1]3[CH2:6][CH2:5][S:4][CH2:3][CH2:2]3)[N:27]=[C:28]([C:29]3[CH:34]=[CH:33][C:32]([F:35])=[CH:31][C:30]=3[CH3:36])[C:23]=2[CH:22]=[CH:21][C:20]1=[O:43]. The yield is 0.860. (2) The reactants are [CH3:1][C:2]1[CH:7]=[CH:6][C:5]([NH2:8])=[C:4]([N+:9]([O-:11])=[O:10])[CH:3]=1.[N:12]([O-])=O.[Na+].[Sn](Cl)[Cl:17]. The catalyst is Cl.O. The product is [ClH:17].[N+:9]([C:4]1[CH:3]=[C:2]([CH3:1])[CH:7]=[CH:6][C:5]=1[NH:8][NH2:12])([O-:11])=[O:10]. The yield is 0.630. (3) The reactants are [CH2:1]([O:3][C:4](=[O:18])/[C:5](/[N:15]=[N+]=[N-])=[CH:6]/[C:7]1[CH:12]=[CH:11][C:10]([CH3:13])=[C:9]([F:14])[CH:8]=1)[CH3:2]. The catalyst is CC1C=CC(C)=CC=1. The product is [CH2:1]([O:3][C:4]([C:5]1[NH:15][C:12]2[C:7]([CH:6]=1)=[CH:8][C:9]([F:14])=[C:10]([CH3:13])[CH:11]=2)=[O:18])[CH3:2]. The yield is 0.372.